From a dataset of Forward reaction prediction with 1.9M reactions from USPTO patents (1976-2016). Predict the product of the given reaction. (1) The product is: [OH:48][CH2:47][C:46]([NH:50][C:20]([C:11]1[CH:12]=[C:13]([C:14]2[CH:19]=[CH:18][CH:17]=[CH:16][N:15]=2)[N:9]([C:6]2[CH:7]=[N:8][C:3]([O:2][CH3:1])=[CH:4][CH:5]=2)[N:10]=1)=[O:22])([CH3:49])[CH3:45]. Given the reactants [CH3:1][O:2][C:3]1[N:8]=[CH:7][C:6]([N:9]2[C:13]([C:14]3[CH:19]=[CH:18][CH:17]=[CH:16][N:15]=3)=[CH:12][C:11]([C:20]([OH:22])=O)=[N:10]2)=[CH:5][CH:4]=1.Cl.C(N=C=NCCCN(C)C)C.ON1C2C=CC=CC=2N=N1.[CH3:45][C:46]([NH2:50])([CH3:49])[CH2:47][OH:48], predict the reaction product. (2) Given the reactants [CH:1]12[CH2:10][CH:5]3[CH2:6][CH:7]([CH2:9][CH:3]([CH2:4]3)[CH:2]1[NH:11][C:12]([C:14]1[CH:15]=[N:16][N:17]([C:20]3[CH:25]=[CH:24][CH:23]=[CH:22][CH:21]=3)[C:18]=1Cl)=[O:13])[CH2:8]2.[CH3:26][CH:27]1[O:32][CH:31]([CH3:33])[CH2:30][NH:29][CH2:28]1, predict the reaction product. The product is: [CH:1]12[CH2:10][CH:5]3[CH2:6][CH:7]([CH2:9][CH:3]([CH2:4]3)[CH:2]1[NH:11][C:12]([C:14]1[CH:15]=[N:16][N:17]([C:20]3[CH:25]=[CH:24][CH:23]=[CH:22][CH:21]=3)[C:18]=1[N:29]1[CH2:28][CH:27]([CH3:26])[O:32][CH:31]([CH3:33])[CH2:30]1)=[O:13])[CH2:8]2. (3) Given the reactants [OH:1][CH2:2][CH2:3][CH2:4][N:5]1[CH2:9][CH2:8][NH:7][C:6]1=[C:10]([C:13]#[N:14])[C:11]#[N:12].C(=O)([O-])[O-].[K+].[K+].[Cl:21][CH2:22][CH2:23][CH2:24]I, predict the reaction product. The product is: [Cl:21][CH2:22][CH2:23][CH2:24][N:7]1[CH2:8][CH2:9][N:5]([CH2:4][CH2:3][CH2:2][OH:1])[C:6]1=[C:10]([C:11]#[N:12])[C:13]#[N:14].